From a dataset of Reaction yield outcomes from USPTO patents with 853,638 reactions. Predict the reaction yield, written as a fraction of the theoretical maximum amount of product (1.0 means a 100% yield; for example, 0.34 means a 34% yield). The yield is 0.340. The reactants are [N:1]1[CH:6]=[CH:5][N:4]=[CH:3][C:2]=1[NH:7][C:8](=[O:15])OCC(Cl)(Cl)Cl.[F:16][C:17]1[CH:22]=[CH:21][C:20]([C:23]2[N:24]=[C:25]([N:28]3[CH2:33][CH2:32][NH:31][CH2:30][CH2:29]3)[S:26][CH:27]=2)=[CH:19][CH:18]=1.C(N(C(C)C)CC)(C)C.O. The catalyst is CS(C)=O. The product is [F:16][C:17]1[CH:22]=[CH:21][C:20]([C:23]2[N:24]=[C:25]([N:28]3[CH2:29][CH2:30][N:31]([C:8]([NH:7][C:2]4[CH:3]=[N:4][CH:5]=[CH:6][N:1]=4)=[O:15])[CH2:32][CH2:33]3)[S:26][CH:27]=2)=[CH:19][CH:18]=1.